This data is from Full USPTO retrosynthesis dataset with 1.9M reactions from patents (1976-2016). The task is: Predict the reactants needed to synthesize the given product. Given the product [C:1]([O:5][N:6]=[C:7]1[C:16]2[C:11](=[CH:12][CH:13]=[C:14]([O:17][CH2:34][CH2:35][O:36][C:37]3[CH:42]=[CH:41][CH:40]=[CH:39][CH:38]=3)[CH:15]=2)[O:10][C:9]([C:18]2[N:23]=[CH:22][N:21]3[CH:24]=[CH:25][CH:26]=[C:20]3[CH:19]=2)=[CH:8]1)([CH3:4])([CH3:2])[CH3:3], predict the reactants needed to synthesize it. The reactants are: [C:1]([O:5][N:6]=[C:7]1[C:16]2[C:11](=[CH:12][CH:13]=[C:14]([OH:17])[CH:15]=2)[O:10][C:9]([C:18]2[N:23]=[CH:22][N:21]3[CH:24]=[CH:25][CH:26]=[C:20]3[CH:19]=2)=[CH:8]1)([CH3:4])([CH3:3])[CH3:2].C(=O)([O-])[O-].[Cs+].[Cs+].I[CH2:34][CH2:35][O:36][C:37]1[CH:42]=[CH:41][CH:40]=[CH:39][CH:38]=1.